Dataset: Forward reaction prediction with 1.9M reactions from USPTO patents (1976-2016). Task: Predict the product of the given reaction. (1) Given the reactants Cl[C:2]1[N:7]=[C:6]([C:8]#[N:9])[CH:5]=[CH:4][CH:3]=1.[CH3:10][N:11]1[CH2:16][CH2:15][NH:14][CH2:13][CH2:12]1.C([O-])([O-])=O.[K+].[K+], predict the reaction product. The product is: [CH3:10][N:11]1[CH2:16][CH2:15][N:14]([C:2]2[N:7]=[C:6]([C:8]#[N:9])[CH:5]=[CH:4][CH:3]=2)[CH2:13][CH2:12]1. (2) Given the reactants Cl.[CH2:2]([N:5]([CH2:37][CH2:38][CH3:39])[CH2:6][CH2:7][CH2:8][CH2:9][N:10]([CH2:33][C:34]([OH:36])=[O:35])[CH2:11][C:12]1[CH:17]=[CH:16][C:15]([CH2:18][N:19]([CH2:27][C:28]2[NH:29][CH:30]=[CH:31][N:32]=2)[CH2:20][C:21]2[N:22]([CH3:26])[CH:23]=[CH:24][N:25]=2)=[CH:14][CH:13]=1)[CH2:3][CH3:4].[CH2:40](O)[CH:41]=[CH:42][C:43]1[CH:48]=[CH:47][CH:46]=[CH:45][CH:44]=1, predict the reaction product. The product is: [CH2:40]([O:35][C:34](=[O:36])[CH2:33][N:10]([CH2:9][CH2:8][CH2:7][CH2:6][N:5]([CH2:2][CH2:3][CH3:4])[CH2:37][CH2:38][CH3:39])[CH2:11][C:12]1[CH:17]=[CH:16][C:15]([CH2:18][N:19]([CH2:27][C:28]2[NH:29][CH:30]=[CH:31][N:32]=2)[CH2:20][C:21]2[N:22]([CH3:26])[CH:23]=[CH:24][N:25]=2)=[CH:14][CH:13]=1)[CH:41]=[CH:42][C:43]1[CH:48]=[CH:47][CH:46]=[CH:45][CH:44]=1.